Dataset: Forward reaction prediction with 1.9M reactions from USPTO patents (1976-2016). Task: Predict the product of the given reaction. Given the reactants [CH3:1][C:2]1[CH:3]=[C:4]2[C:9](=O)[O:8][C:6](=[O:7])[C:5]2=[CH:11][CH:12]=1.[NH2:13]C(N)=O, predict the reaction product. The product is: [CH3:1][C:2]1[CH:3]=[C:4]2[C:9](=[O:8])[NH:13][C:6](=[O:7])[C:5]2=[CH:11][CH:12]=1.